This data is from Catalyst prediction with 721,799 reactions and 888 catalyst types from USPTO. The task is: Predict which catalyst facilitates the given reaction. (1) Reactant: [NH2:1][C:2]1[CH:42]=[CH:41][C:5]([O:6][C:7]2[CH:12]=[CH:11][N:10]=[C:9]3[CH:13]=[C:14]([C:16]4[CH:40]=[CH:39][C:19]([CH2:20][N:21]([CH2:29][CH2:30][O:31][CH2:32][CH2:33][O:34][CH2:35][CH2:36][O:37][CH3:38])[C:22](=[O:28])[O:23][C:24]([CH3:27])([CH3:26])[CH3:25])=[CH:18][CH:17]=4)[S:15][C:8]=23)=[C:4]([F:43])[CH:3]=1.CCN(C(C)C)C(C)C.Cl[C:54](Cl)([O:56]C(=O)OC(Cl)(Cl)Cl)Cl.[NH2:65][C:66]1[CH:70]=[C:69]([CH3:71])[O:68][N:67]=1. Product: [F:43][C:4]1[CH:3]=[C:2]([NH:1][C:54]([NH:65][C:66]2[CH:70]=[C:69]([CH3:71])[O:68][N:67]=2)=[O:56])[CH:42]=[CH:41][C:5]=1[O:6][C:7]1[CH:12]=[CH:11][N:10]=[C:9]2[CH:13]=[C:14]([C:16]3[CH:40]=[CH:39][C:19]([CH2:20][N:21]([CH2:29][CH2:30][O:31][CH2:32][CH2:33][O:34][CH2:35][CH2:36][O:37][CH3:38])[C:22](=[O:28])[O:23][C:24]([CH3:27])([CH3:25])[CH3:26])=[CH:18][CH:17]=3)[S:15][C:8]=12. The catalyst class is: 7. (2) Reactant: I[C:2]1[C:10]2[C:5](=[CH:6][CH:7]=[CH:8][C:9]=2[N+:11]([O-])=O)[N:4]([CH2:14][C:15]2[CH:20]=[CH:19][CH:18]=[C:17]([CH3:21])[N:16]=2)[N:3]=1.[NH4+].[Cl-]. Product: [CH3:21][C:17]1[N:16]=[C:15]([CH2:14][N:4]2[C:5]3[CH:6]=[CH:7][CH:8]=[C:9]([NH2:11])[C:10]=3[CH:2]=[N:3]2)[CH:20]=[CH:19][CH:18]=1. The catalyst class is: 284. (3) The catalyst class is: 10. Product: [CH2:1]([O:3][C:4](=[O:33])[CH2:5][N:6]1[C:14]2[CH2:13][CH2:12][CH2:11][C@@H:10]([N:15]([S:16]([C:19]3[CH:24]=[C:23]([C:25]([F:26])([F:27])[F:28])[CH:22]=[C:21]([C:29]([F:32])([F:31])[F:30])[CH:20]=3)(=[O:18])=[O:17])[CH3:34])[C:9]=2[CH:8]=[N:7]1)[CH3:2]. Reactant: [CH2:1]([O:3][C:4](=[O:33])[CH2:5][N:6]1[C:14]2[CH2:13][CH2:12][CH2:11][CH:10]([NH:15][S:16]([C:19]3[CH:24]=[C:23]([C:25]([F:28])([F:27])[F:26])[CH:22]=[C:21]([C:29]([F:32])([F:31])[F:30])[CH:20]=3)(=[O:18])=[O:17])[C:9]=2[CH:8]=[N:7]1)[CH3:2].[C:34](=O)([O-])[O-].[K+].[K+].CI. (4) Reactant: [CH2:1]([C@H:8]([N:24]([CH2:39][C:40]1[CH:45]=[CH:44][C:43](Br)=[CH:42][CH:41]=1)[C:25](=[O:38])[CH:26]=[CH:27][C:28]1[CH:33]=[CH:32][C:31]([C:34]([F:37])([F:36])[F:35])=[CH:30][CH:29]=1)[C:9]([N:11]1[CH2:16][CH2:15][N:14]([CH2:17][C:18]2[CH:23]=[CH:22][CH:21]=[CH:20][CH:19]=2)[CH2:13][CH2:12]1)=[O:10])[C:2]1[CH:7]=[CH:6][CH:5]=[CH:4][CH:3]=1.[N:47]1[CH:52]=[CH:51][CH:50]=[C:49](B(O)O)[CH:48]=1.C(=O)([O-])[O-].[K+].[K+].C(O)(C)C. Product: [CH2:1]([C@H:8]([N:24]([CH2:39][C:40]1[CH:45]=[CH:44][C:43]([C:49]2[CH:48]=[N:47][CH:52]=[CH:51][CH:50]=2)=[CH:42][CH:41]=1)[C:25](=[O:38])[CH:26]=[CH:27][C:28]1[CH:33]=[CH:32][C:31]([C:34]([F:37])([F:36])[F:35])=[CH:30][CH:29]=1)[C:9]([N:11]1[CH2:16][CH2:15][N:14]([CH2:17][C:18]2[CH:23]=[CH:22][CH:21]=[CH:20][CH:19]=2)[CH2:13][CH2:12]1)=[O:10])[C:2]1[CH:7]=[CH:6][CH:5]=[CH:4][CH:3]=1. The catalyst class is: 93.